From a dataset of Full USPTO retrosynthesis dataset with 1.9M reactions from patents (1976-2016). Predict the reactants needed to synthesize the given product. (1) Given the product [Br:1][C:2]1[C:11]([CH3:12])=[CH:10][C:9]2[C:8]([CH3:14])([CH3:13])[C@@H:7]([OH:22])[C@@H:6]([OH:18])[C:5]([CH3:16])([CH3:15])[C:4]=2[CH:3]=1, predict the reactants needed to synthesize it. The reactants are: [Br:1][C:2]1[C:11]([CH3:12])=[CH:10][C:9]2[C:8]([CH3:14])([CH3:13])[CH:7]=[CH:6][C:5]([CH3:16])([CH3:15])[C:4]=2[CH:3]=1.S(=O)(O)[O-:18].[Na+].[OH2:22]. (2) Given the product [NH2:9][C:10]1[CH:17]=[CH:16][CH:15]=[C:14]([C:3]2[CH:4]=[CH:5][S:1][CH:2]=2)[C:11]=1[C:12]#[N:13], predict the reactants needed to synthesize it. The reactants are: [S:1]1[CH:5]=[CH:4][C:3](B(O)O)=[CH:2]1.[NH2:9][C:10]1[CH:17]=[CH:16][CH:15]=[C:14](Br)[C:11]=1[C:12]#[N:13]. (3) Given the product [CH2:14]([N:16]1[CH:20]=[C:19]([CH2:21][N:22]([C:23]2[CH:24]=[CH:25][C:26]([CH:29]([CH3:30])[CH3:31])=[CH:27][CH:28]=2)[C:11]([CH:1]2[C:10]3[C:5](=[CH:6][CH:7]=[CH:8][CH:9]=3)[CH2:4][CH2:3][CH2:2]2)=[O:13])[CH:18]=[N:17]1)[CH3:15], predict the reactants needed to synthesize it. The reactants are: [CH:1]1([C:11]([OH:13])=O)[C:10]2[C:5](=[CH:6][CH:7]=[CH:8][CH:9]=2)[CH2:4][CH2:3][CH2:2]1.[CH2:14]([N:16]1[CH:20]=[C:19]([CH2:21][NH:22][C:23]2[CH:28]=[CH:27][C:26]([CH:29]([CH3:31])[CH3:30])=[CH:25][CH:24]=2)[CH:18]=[N:17]1)[CH3:15]. (4) Given the product [CH2:12]([O:19][C:20]1[CH:25]=[CH:24][CH:23]=[CH:22][C:21]=1[CH:34]([C:33]1[CH:36]=[CH:37][C:30]([CH:27]([CH3:29])[CH3:28])=[CH:31][CH:32]=1)[OH:35])[C:13]1[CH:18]=[CH:17][CH:16]=[CH:15][CH:14]=1, predict the reactants needed to synthesize it. The reactants are: CCCCCC.C([Li])CCC.[CH2:12]([O:19][C:20]1[CH:25]=[CH:24][CH:23]=[CH:22][C:21]=1Br)[C:13]1[CH:18]=[CH:17][CH:16]=[CH:15][CH:14]=1.[CH:27]([C:30]1[CH:37]=[CH:36][C:33]([CH:34]=[O:35])=[CH:32][CH:31]=1)([CH3:29])[CH3:28].O. (5) The reactants are: [CH3:1][O:2][C:3]1[CH:4]=[C:5]2[C:10](=[CH:11][C:12]=1[O:13][CH3:14])[N:9]=[C:8]([C:15]1[CH:20]=[CH:19][C:18]([F:21])=[CH:17][CH:16]=1)[N:7]=[C:6]2[C:22](O)=[O:23].Cl.[F:26][C:27]1[CH:28]=[C:29]2[C:34](=[CH:35][CH:36]=1)[CH2:33][NH:32][CH2:31][CH2:30]2. Given the product [CH3:1][O:2][C:3]1[CH:4]=[C:5]2[C:10](=[CH:11][C:12]=1[O:13][CH3:14])[N:9]=[C:8]([C:15]1[CH:20]=[CH:19][C:18]([F:21])=[CH:17][CH:16]=1)[N:7]=[C:6]2[C:22]([N:32]1[CH2:31][CH2:30][C:29]2[C:34](=[CH:35][CH:36]=[C:27]([F:26])[CH:28]=2)[CH2:33]1)=[O:23], predict the reactants needed to synthesize it.